This data is from Reaction yield outcomes from USPTO patents with 853,638 reactions. The task is: Predict the reaction yield, written as a fraction of the theoretical maximum amount of product (1.0 means a 100% yield; for example, 0.34 means a 34% yield). (1) The reactants are [OH:1][C@@:2]1([C:9]#[C:10][C:11]2[CH:12]=[C:13]([C:17]3[N:22]=[C:21]([C:23](OCC)=[O:24])[CH:20]=[C:19]([N:28]4[CH:32]=[CH:31][CH:30]=[N:29]4)[CH:18]=3)[CH:14]=[CH:15][CH:16]=2)[CH2:6][CH2:5][N:4]([CH3:7])[C:3]1=[O:8].[NH3:33]. No catalyst specified. The product is [OH:1][C@@:2]1([C:9]#[C:10][C:11]2[CH:12]=[C:13]([C:17]3[N:22]=[C:21]([C:23]([NH2:33])=[O:24])[CH:20]=[C:19]([N:28]4[CH:32]=[CH:31][CH:30]=[N:29]4)[CH:18]=3)[CH:14]=[CH:15][CH:16]=2)[CH2:6][CH2:5][N:4]([CH3:7])[C:3]1=[O:8]. The yield is 0.260. (2) The reactants are C(OC([NH:8][C:9]1([CH3:48])[CH2:15][CH2:14][N:13]([C:16]2[N:20]([CH3:21])[N:19]=[CH:18][C:17]=2[NH:22][C:23]([C:25]2[N:26]=[C:27]([C:38]3[C:43]([F:44])=[CH:42][CH:41]=[CH:40][C:39]=3[F:45])[S:28][C:29]=2[NH:30]C(=O)OC(C)(C)C)=[O:24])[CH2:12][C:11]([F:47])([F:46])[CH2:10]1)=O)(C)(C)C.Cl.O1CCOCC1. The catalyst is CO. The product is [NH2:30][C:29]1[S:28][C:27]([C:38]2[C:39]([F:45])=[CH:40][CH:41]=[CH:42][C:43]=2[F:44])=[N:26][C:25]=1[C:23]([NH:22][C:17]1[CH:18]=[N:19][N:20]([CH3:21])[C:16]=1[N:13]1[CH2:14][CH2:15][C:9]([NH2:8])([CH3:48])[CH2:10][C:11]([F:46])([F:47])[CH2:12]1)=[O:24]. The yield is 0.870.